Dataset: Catalyst prediction with 721,799 reactions and 888 catalyst types from USPTO. Task: Predict which catalyst facilitates the given reaction. Product: [F:1][C:2]1[CH:3]=[CH:4][C:5]2[S:9][CH:8]=[CH:7][C:6]=2[C:13]=1[O:14][CH3:15]. The catalyst class is: 44. Reactant: [F:1][C:2]1[CH:3]=[CH:4][C:5]2[S:9][C:8](C(O)=O)=[CH:7][C:6]=2[C:13]=1[O:14][CH3:15].C1CCN2C(=NCCC2)CC1.